Dataset: Full USPTO retrosynthesis dataset with 1.9M reactions from patents (1976-2016). Task: Predict the reactants needed to synthesize the given product. (1) Given the product [C:1]([O:5][C:6]([N:8]1[CH2:13][CH2:12][CH:11]([N:14]([C:35]([C:33]2[CH:32]=[CH:31][N:30]=[C:29]([S:28][CH3:27])[N:34]=2)=[O:36])[N:15]([C:17](=[O:26])[CH2:18][C:19]2[CH:20]=[CH:21][C:22]([F:25])=[CH:23][CH:24]=2)[CH3:16])[CH2:10][CH2:9]1)=[O:7])([CH3:4])([CH3:2])[CH3:3], predict the reactants needed to synthesize it. The reactants are: [C:1]([O:5][C:6]([N:8]1[CH2:13][CH2:12][CH:11]([NH:14][N:15]([C:17](=[O:26])[CH2:18][C:19]2[CH:24]=[CH:23][C:22]([F:25])=[CH:21][CH:20]=2)[CH3:16])[CH2:10][CH2:9]1)=[O:7])([CH3:4])([CH3:3])[CH3:2].[CH3:27][S:28][C:29]1[N:34]=[C:33]([C:35](Cl)=[O:36])[CH:32]=[CH:31][N:30]=1. (2) Given the product [CH2:19]([CH:16]1[CH2:17][CH2:18][CH:13]([CH:10]2[CH2:11][CH2:12][CH:7]([CH2:6][CH2:5][CH2:4][OH:3])[CH2:8][CH2:9]2)[CH2:14][CH2:15]1)[CH2:20][CH3:21], predict the reactants needed to synthesize it. The reactants are: C([O:3][C:4](=O)[CH2:5][CH2:6][CH:7]1[CH2:12][CH2:11][CH:10]([CH:13]2[CH2:18][CH2:17][CH:16]([CH2:19][CH2:20][CH3:21])[CH2:15][CH2:14]2)[CH2:9][CH2:8]1)C.[H-].[Al+3].[Li+].[H-].[H-].[H-].[Cl-].[NH4+]. (3) Given the product [CH3:8][C:6]1[CH:7]=[C:2]([C:25]#[C:26][CH3:27])[CH:3]=[C:4]([CH3:24])[C:5]=1[C:9]1[C:10](=[O:23])[CH:11]([CH2:16][C:17]2[CH:22]=[CH:21][CH:20]=[CH:19][N:18]=2)[CH2:12][C:13]=1[O:14][CH3:15], predict the reactants needed to synthesize it. The reactants are: Br[C:2]1[CH:7]=[C:6]([CH3:8])[C:5]([C:9]2[C:10](=[O:23])[CH:11]([CH2:16][C:17]3[CH:22]=[CH:21][CH:20]=[CH:19][N:18]=3)[CH2:12][C:13]=2[O:14][CH3:15])=[C:4]([CH3:24])[CH:3]=1.[CH2:25]([Sn](CCCC)(CCCC)C#CC)[CH2:26][CH2:27]C. (4) Given the product [CH3:29][C:28]1[C:24]([C:21]2[CH:22]=[CH:23][C:18]([O:17][CH2:16][C:4]3[C:3]([O:2][CH3:1])=[CH:8][CH:7]=[CH:6][C:5]=3[N:9]3[C:13](=[O:14])[N:12]([CH3:15])[N:11]=[N:10]3)=[C:19]([CH3:30])[CH:20]=2)=[N:25][N:26]([CH2:40][C:39]([F:50])([F:49])[F:38])[CH:27]=1, predict the reactants needed to synthesize it. The reactants are: [CH3:1][O:2][C:3]1[C:4]([CH2:16][O:17][C:18]2[CH:23]=[CH:22][C:21]([C:24]3[C:28]([CH3:29])=[CH:27][NH:26][N:25]=3)=[CH:20][C:19]=2[CH3:30])=[C:5]([N:9]2[C:13](=[O:14])[N:12]([CH3:15])[N:11]=[N:10]2)[CH:6]=[CH:7][CH:8]=1.CN(C)C=O.[H-].[Na+].[F:38][C:39]([F:50])([F:49])[CH2:40]OS(C(F)(F)F)(=O)=O. (5) Given the product [Cl:1][C:2]1[CH:7]=[CH:6][CH:5]=[CH:4][C:3]=1[C:8]1[CH:23]([C:22]2[CH:25]=[C:26]([N+:29]([O-:31])=[O:30])[C:27]([OH:28])=[C:20]([O:19][CH2:17][CH3:18])[CH:21]=2)[NH:32][C:33](=[O:34])[NH:35][C:9]=1[C:11]1[CH:16]=[CH:15][CH:14]=[CH:13][CH:12]=1, predict the reactants needed to synthesize it. The reactants are: [Cl:1][C:2]1[CH:7]=[CH:6][CH:5]=[CH:4][C:3]=1[CH2:8][C:9]([C:11]1[CH:16]=[CH:15][CH:14]=[CH:13][CH:12]=1)=O.[CH2:17]([O:19][C:20]1[CH:21]=[C:22]([CH:25]=[C:26]([N+:29]([O-:31])=[O:30])[C:27]=1[OH:28])[CH:23]=O)[CH3:18].[NH2:32][C:33]([NH2:35])=[O:34].Cl. (6) Given the product [N+:1]([C:4]1[CH:12]=[CH:11][C:10]([N:17]2[CH2:16][CH:15]([CH3:14])[O:20][CH:19]([CH3:21])[CH2:18]2)=[CH:9][C:5]=1[C:6]([OH:8])=[O:7])([O-:3])=[O:2], predict the reactants needed to synthesize it. The reactants are: [N+:1]([C:4]1[CH:12]=[CH:11][C:10](Cl)=[CH:9][C:5]=1[C:6]([OH:8])=[O:7])([O-:3])=[O:2].[CH3:14][CH:15]1[O:20][CH:19]([CH3:21])[CH2:18][NH:17][CH2:16]1.